From a dataset of Forward reaction prediction with 1.9M reactions from USPTO patents (1976-2016). Predict the product of the given reaction. (1) Given the reactants [NH:1]1[C:5]2=[N:6][CH:7]=[C:8]([O:10][C:11]3[CH:32]=[C:31]([N:33]4[CH2:38][CH2:37][N:36]([CH2:39][C:40]5[CH2:45][CH2:44][C:43]([CH3:47])([CH3:46])[CH2:42][C:41]=5[C:48]5[CH:53]=[CH:52][C:51]([Cl:54])=[CH:50][CH:49]=5)[CH2:35][CH2:34]4)[CH:30]=[CH:29][C:12]=3[C:13]([NH:15][S:16]([C:19]3[CH:24]=[CH:23][C:22](Cl)=[C:21]([N+:26]([O-:28])=[O:27])[CH:20]=3)(=[O:18])=[O:17])=[O:14])[CH:9]=[C:4]2[CH:3]=[CH:2]1.[O:55]1[CH2:60][CH2:59][CH:58]([N:61]2[CH2:64][CH:63]([NH2:65])[CH2:62]2)[CH2:57][CH2:56]1.C(N(CC)CC)C.CS(C)=O, predict the reaction product. The product is: [Cl:54][C:51]1[CH:52]=[CH:53][C:48]([C:41]2[CH2:42][C:43]([CH3:47])([CH3:46])[CH2:44][CH2:45][C:40]=2[CH2:39][N:36]2[CH2:37][CH2:38][N:33]([C:31]3[CH:30]=[CH:29][C:12]([C:13]([NH:15][S:16]([C:19]4[CH:24]=[CH:23][C:22]([NH:65][CH:63]5[CH2:62][N:61]([CH:58]6[CH2:59][CH2:60][O:55][CH2:56][CH2:57]6)[CH2:64]5)=[C:21]([N+:26]([O-:28])=[O:27])[CH:20]=4)(=[O:17])=[O:18])=[O:14])=[C:11]([O:10][C:8]4[CH:9]=[C:4]5[CH:3]=[CH:2][NH:1][C:5]5=[N:6][CH:7]=4)[CH:32]=3)[CH2:34][CH2:35]2)=[CH:49][CH:50]=1. (2) Given the reactants [F:1][C:2]1[CH:7]=[CH:6][C:5]([C:8]2[N:13]=[C:12]3[NH:14][N:15]=[CH:16][C:11]3=[C:10]([C:17]3[O:18][CH:19]=[CH:20][CH:21]=3)[C:9]=2[C:22]2[CH:27]=[CH:26][N:25]=[CH:24][CH:23]=2)=[CH:4][CH:3]=1.Br[CH2:29][CH2:30][CH2:31][O:32][CH:33]1[CH2:38][CH2:37][CH2:36][CH2:35][O:34]1, predict the reaction product. The product is: [F:1][C:2]1[CH:7]=[CH:6][C:5]([C:8]2[C:9]([C:22]3[CH:23]=[CH:24][N:25]=[CH:26][CH:27]=3)=[C:10]([C:17]3[O:18][CH:19]=[CH:20][CH:21]=3)[C:11]3[C:12](=[N:14][N:15]([CH2:29][CH2:30][CH2:31][O:32][CH:33]4[CH2:38][CH2:37][CH2:36][CH2:35][O:34]4)[CH:16]=3)[N:13]=2)=[CH:4][CH:3]=1. (3) Given the reactants [NH2:1][C:2]1[C:11]2[CH:10]=[CH:9][CH:8]=[C:7](Br)[C:6]=2[N:5]=[C:4]2[CH2:13][N:14]([CH2:17][CH3:18])[C:15](=[O:16])[C:3]=12.B(O)(O)[C:20]1[CH:25]=[N:24][CH:23]=[CH:22][C:21]=1[CH3:26], predict the reaction product. The product is: [NH2:1][C:2]1[C:11]2[CH:10]=[CH:9][CH:8]=[C:7]([C:22]3[CH:23]=[N:24][CH:25]=[CH:20][C:21]=3[CH3:26])[C:6]=2[N:5]=[C:4]2[CH2:13][N:14]([CH2:17][CH3:18])[C:15](=[O:16])[C:3]=12. (4) The product is: [CH3:9][N:3]1[C:4]([CH:7]=[O:8])=[CH:5][N:6]=[C:2]1[CH3:1].[CH3:9][N:6]1[CH:5]=[C:4]([CH:7]=[O:8])[N:3]=[C:2]1[CH3:1]. Given the reactants [CH3:1][C:2]1[NH:3][C:4]([CH:7]=[O:8])=[CH:5][N:6]=1.[C:9](=O)([O-])[O-].[K+].[K+].CI, predict the reaction product. (5) Given the reactants [Cl:1][C:2]1[CH:7]=[CH:6][C:5]([NH:8][C:9]([CH:11]2[CH2:16][CH:15]([O:17][CH3:18])[CH2:14][N:13](C(OC(C)(C)C)=O)[CH2:12]2)=[O:10])=[CH:4][CH:3]=1.FC(F)(F)C(O)=O, predict the reaction product. The product is: [Cl:1][C:2]1[CH:7]=[CH:6][C:5]([NH:8][C:9]([CH:11]2[CH2:16][CH:15]([O:17][CH3:18])[CH2:14][NH:13][CH2:12]2)=[O:10])=[CH:4][CH:3]=1. (6) Given the reactants S(Cl)(Cl)=O.[CH:5]1[C:10]([C@H:11]([NH2:15])[C:12]([OH:14])=[O:13])=[CH:9][CH:8]=[C:7]([F:16])[CH:6]=1.[CH3:17]O, predict the reaction product. The product is: [NH2:15][C@@H:11]([C:10]1[CH:9]=[CH:8][C:7]([F:16])=[CH:6][CH:5]=1)[C:12]([O:14][CH3:17])=[O:13]. (7) Given the reactants [Cl:1][C:2]1[C:7]([C:8]2[C:9](=[O:25])[N:10]([CH2:23][CH3:24])[C:11]3[C:16]([CH:17]=2)=[CH:15][N:14]=[C:13]([NH:18][CH2:19][CH2:20][O:21][CH3:22])[CH:12]=3)=[CH:6][C:5]([NH:26][C:27]([NH:29][C:30]2[CH:35]=[CH:34][CH:33]=[C:32]([F:36])[CH:31]=2)=[O:28])=[C:4]([F:37])[CH:3]=1.[CH3:38][S:39]([OH:42])(=[O:41])=[O:40], predict the reaction product. The product is: [CH3:38][S:39]([OH:42])(=[O:41])=[O:40].[Cl:1][C:2]1[C:7]([C:8]2[C:9](=[O:25])[N:10]([CH2:23][CH3:24])[C:11]3[C:16]([CH:17]=2)=[CH:15][N:14]=[C:13]([NH:18][CH2:19][CH2:20][O:21][CH3:22])[CH:12]=3)=[CH:6][C:5]([NH:26][C:27]([NH:29][C:30]2[CH:35]=[CH:34][CH:33]=[C:32]([F:36])[CH:31]=2)=[O:28])=[C:4]([F:37])[CH:3]=1. (8) The product is: [CH2:1]([NH:3][C:9]([C:11]1[CH:15]=[C:14]([C:16]2[CH:21]=[C:20]([Cl:22])[C:19]([O:23][CH2:24][C:25]3[CH:30]=[CH:29][CH:28]=[CH:27][CH:26]=3)=[CH:18][C:17]=2[O:31][CH2:32][C:33]2[CH:38]=[CH:37][CH:36]=[CH:35][CH:34]=2)[O:13][N:12]=1)=[O:8])[CH3:2]. Given the reactants [CH2:1]([NH2:3])[CH3:2].CO.C([O:8][C:9]([C:11]1[CH:15]=[C:14]([C:16]2[CH:21]=[C:20]([Cl:22])[C:19]([O:23][CH2:24][C:25]3[CH:30]=[CH:29][CH:28]=[CH:27][CH:26]=3)=[CH:18][C:17]=2[O:31][CH2:32][C:33]2[CH:38]=[CH:37][CH:36]=[CH:35][CH:34]=2)[O:13][N:12]=1)=O)C, predict the reaction product. (9) Given the reactants ClC1N=NC(NS(CC2C=C(C#N)C=CC=2Cl)(=O)=O)=C(O)C=1.[Cl:23][C:24]1[CH:25]=[C:26]([CH2:31][S:32]([NH:35][C:36]2[C:41]([O:42]C)=[N:40][C:39]([S:44]([CH3:47])(=[O:46])=[O:45])=[CH:38][N:37]=2)(=[O:34])=[O:33])[CH:27]=[C:28]([Cl:30])[CH:29]=1.ClC1N=NC(NS(CC2C=C(C#N)C=CC=2Cl)(=O)=O)=C(OC)C=1, predict the reaction product. The product is: [Cl:23][C:24]1[CH:25]=[C:26]([CH2:31][S:32]([NH:35][C:36]2[C:41]([OH:42])=[N:40][C:39]([S:44]([CH3:47])(=[O:46])=[O:45])=[CH:38][N:37]=2)(=[O:33])=[O:34])[CH:27]=[C:28]([Cl:30])[CH:29]=1.